Dataset: Full USPTO retrosynthesis dataset with 1.9M reactions from patents (1976-2016). Task: Predict the reactants needed to synthesize the given product. (1) The reactants are: Cl.[Cl:2][C:3]1[CH:8]=[CH:7][C:6]([C:9]2[O:13][C:12]([C:14](O)=[O:15])=[CH:11][C:10]=2[C:17]2[CH:22]=[CH:21][N:20]=[CH:19][CH:18]=2)=[CH:5][C:4]=1[OH:23].O.ON1C2C=CC=CC=2N=N1.C(N(CC)CC)C.[CH3:42][N:43]([CH3:48])[CH2:44][CH2:45][NH:46][CH3:47]. Given the product [CH3:42][N:43]([CH3:48])[CH2:44][CH2:45][N:46]([CH3:47])[C:14]([C:12]1[O:13][C:9]([C:6]2[CH:7]=[CH:8][C:3]([Cl:2])=[C:4]([OH:23])[CH:5]=2)=[C:10]([C:17]2[CH:22]=[CH:21][N:20]=[CH:19][CH:18]=2)[CH:11]=1)=[O:15], predict the reactants needed to synthesize it. (2) Given the product [CH2:13]([N:10]1[C:6]2=[N:7][C:8]([CH3:9])=[C:3]([CH2:2][NH:1][C:31]([C:28]3[CH:29]=[N:30][C:25]([CH:23]([CH3:24])[CH3:22])=[N:26][CH:27]=3)=[O:32])[C:4]([NH:15][CH:16]3[CH2:17][CH2:18][O:19][CH2:20][CH2:21]3)=[C:5]2[CH:12]=[N:11]1)[CH3:14], predict the reactants needed to synthesize it. The reactants are: [NH2:1][CH2:2][C:3]1[C:8]([CH3:9])=[N:7][C:6]2[N:10]([CH2:13][CH3:14])[N:11]=[CH:12][C:5]=2[C:4]=1[NH:15][CH:16]1[CH2:21][CH2:20][O:19][CH2:18][CH2:17]1.[CH3:22][CH:23]([C:25]1[N:30]=[CH:29][C:28]([C:31](OC)=[O:32])=[CH:27][N:26]=1)[CH3:24]. (3) Given the product [CH3:1][O:2][C:3](=[O:20])[C:4]1[CH:9]=[CH:8][CH:7]=[C:6]([CH:10]=[CH:11][C:12]2[CH:17]=[CH:16][C:15]([O:18][CH2:28][C:29]3[N:33]([C:34]4[CH:39]=[CH:38][CH:37]=[CH:36][C:35]=4[C:40]([F:42])([F:41])[F:43])[N:32]=[CH:31][C:30]=3[CH:44]([CH3:46])[CH3:45])=[CH:14][C:13]=2[CH3:19])[CH:5]=1, predict the reactants needed to synthesize it. The reactants are: [CH3:1][O:2][C:3](=[O:20])[C:4]1[CH:9]=[CH:8][CH:7]=[C:6]([CH:10]=[CH:11][C:12]2[CH:17]=[CH:16][C:15]([OH:18])=[CH:14][C:13]=2[CH3:19])[CH:5]=1.C(=O)([O-])[O-].[K+].[K+].Br[CH2:28][C:29]1[N:33]([C:34]2[CH:39]=[CH:38][CH:37]=[CH:36][C:35]=2[C:40]([F:43])([F:42])[F:41])[N:32]=[CH:31][C:30]=1[CH:44]([CH3:46])[CH3:45]. (4) Given the product [C:1]([Si:5]([CH3:7])([CH3:6])[O:8][C:9]1[C:10]([O:17][CH3:18])=[C:11]([C:12]([F:16])=[C:13]([F:15])[CH:14]=1)[CH:26]=[O:27])([CH3:4])([CH3:3])[CH3:2], predict the reactants needed to synthesize it. The reactants are: [C:1]([Si:5]([O:8][C:9]1[CH:14]=[C:13]([F:15])[C:12]([F:16])=[CH:11][C:10]=1[O:17][CH3:18])([CH3:7])[CH3:6])([CH3:4])([CH3:3])[CH3:2].C([Li])CCC.CN(C)[CH:26]=[O:27].[Cl-].[NH4+]. (5) Given the product [CH3:33][S:30]([O:20][CH2:19][CH2:18][C:15]1[CH:14]=[CH:13][C:12]([O:11][CH2:10][CH2:9][CH2:8][N:1]2[CH2:7][CH2:6][CH2:5][CH2:4][CH2:3][CH2:2]2)=[CH:17][CH:16]=1)(=[O:32])=[O:31], predict the reactants needed to synthesize it. The reactants are: [N:1]1([CH2:8][CH2:9][CH2:10][O:11][C:12]2[CH:17]=[CH:16][C:15]([CH2:18][CH2:19][OH:20])=[CH:14][CH:13]=2)[CH2:7][CH2:6][CH2:5][CH2:4][CH2:3][CH2:2]1.CCN(C(C)C)C(C)C.[S:30](Cl)([CH3:33])(=[O:32])=[O:31].C(=O)([O-])O.[Na+]. (6) Given the product [CH3:10][C:6]1[CH:5]=[C:4]([N+:11]([O-:13])=[O:12])[C:3]([O:2][CH3:1])=[CH:8][C:7]=1[N:14]1[CH2:19][CH2:18][CH:17]([CH2:20][CH2:21][OH:22])[CH2:16][CH2:15]1, predict the reactants needed to synthesize it. The reactants are: [CH3:1][O:2][C:3]1[CH:8]=[C:7](F)[C:6]([CH3:10])=[CH:5][C:4]=1[N+:11]([O-:13])=[O:12].[NH:14]1[CH2:19][CH2:18][CH:17]([CH2:20][CH2:21][OH:22])[CH2:16][CH2:15]1.C([O-])([O-])=O.[K+].[K+].O.